Dataset: Catalyst prediction with 721,799 reactions and 888 catalyst types from USPTO. Task: Predict which catalyst facilitates the given reaction. (1) Reactant: Cl.Cl.[CH3:3][N:4]([CH3:12])[C:5]1[CH:10]=[CH:9][C:8]([NH2:11])=[CH:7][CH:6]=1.C(N(CC)CC)C.[Br:20][C:21]1[C:22]([F:32])=[CH:23][C:24]([F:31])=[C:25]([S:27](Cl)(=[O:29])=[O:28])[CH:26]=1. Product: [Br:20][C:21]1[C:22]([F:32])=[CH:23][C:24]([F:31])=[C:25]([S:27]([NH:11][C:8]2[CH:9]=[CH:10][C:5]([N:4]([CH3:12])[CH3:3])=[CH:6][CH:7]=2)(=[O:29])=[O:28])[CH:26]=1. The catalyst class is: 10. (2) Reactant: Br[C:2]1[CH:3]=[C:4]([C:18]2[CH:23]=[CH:22][CH:21]=[CH:20][CH:19]=2)[CH:5]=[C:6](Br)[C:7]=1[NH:8][C:9](=[O:16])[C:10]1[CH:15]=[CH:14][CH:13]=[CH:12][CH:11]=1.[CH2:24](B(O)O)[CH:25]([CH3:27])[CH3:26].O.P([O-])([O-])([O-])=O.[K+].[K+].[K+].O. Product: [CH2:24]([C:2]1[CH:3]=[C:4]([C:18]2[CH:23]=[CH:22][CH:21]=[CH:20][CH:19]=2)[CH:5]=[C:6]([CH2:3][CH:4]([CH3:18])[CH3:5])[C:7]=1[NH:8][C:9](=[O:16])[C:10]1[CH:15]=[CH:14][CH:13]=[CH:12][CH:11]=1)[CH:25]([CH3:27])[CH3:26]. The catalyst class is: 866.